Regression. Given a peptide amino acid sequence and an MHC pseudo amino acid sequence, predict their binding affinity value. This is MHC class II binding data. From a dataset of Peptide-MHC class II binding affinity with 134,281 pairs from IEDB. The peptide sequence is AVNGKKSAHGSPTFW. The MHC is DRB1_0801 with pseudo-sequence DRB1_0801. The binding affinity (normalized) is 0.190.